From a dataset of Retrosynthesis with 50K atom-mapped reactions and 10 reaction types from USPTO. Predict the reactants needed to synthesize the given product. (1) The reactants are: COC(=O)c1nc(NC(=O)NCc2cccc(F)c2)sc1C(C)C. Given the product CC(C)c1sc(NC(=O)NCc2cccc(F)c2)nc1CO, predict the reactants needed to synthesize it. (2) Given the product OCc1cnc(Cl)c(Cl)c1, predict the reactants needed to synthesize it. The reactants are: O=C(O)c1cnc(Cl)c(Cl)c1. (3) Given the product CCC(=CCO)c1cc([Si](C)(C)C)nc(OC)c1COCOC, predict the reactants needed to synthesize it. The reactants are: CCOC(=O)C=C(CC)c1cc([Si](C)(C)C)nc(OC)c1COCOC. (4) Given the product COC(=O)c1c(/C=C/CCCC2OCCOC2CC[C@H](C)O)cc(OCc2ccccc2)cc1OCc1ccccc1, predict the reactants needed to synthesize it. The reactants are: C=[N+]=[N-].C[C@H](O)CCC1OCCOC1CCC/C=C/c1cc(OCc2ccccc2)cc(OCc2ccccc2)c1C(=O)O. (5) Given the product Cc1cc(CC(=O)O)c2c(C)c(Cc3ccc(Cl)cc3)c(C)nc2c1, predict the reactants needed to synthesize it. The reactants are: COC(=O)Cc1cc(C)cc2nc(C)c(Cc3ccc(Cl)cc3)c(C)c12. (6) Given the product CC1CCC(C(=O)N(c2cc(-c3ccc(Cl)cc3)sc2C(=O)O)C2CCN(C)CC2)CC1, predict the reactants needed to synthesize it. The reactants are: CC1CCC(C(=O)N(c2cc(-c3ccc(Cl)cc3)sc2C(=O)O)C2CC[NH+](C)CC2)CC1. (7) Given the product CC(=O)Nc1nc(CCc2ccc(CO)cc2)c(Cc2ccc(S(C)(=O)=O)cc2)s1, predict the reactants needed to synthesize it. The reactants are: COC(=O)c1ccc(CCc2nc(NC(C)=O)sc2Cc2ccc(S(C)(=O)=O)cc2)cc1.